Task: Predict the product of the given reaction.. Dataset: Forward reaction prediction with 1.9M reactions from USPTO patents (1976-2016) (1) Given the reactants Cl[CH2:2][C@H:3]([OH:25])[C@@H:4]([NH:12][C:13](=[O:24])[C@@H:14]([NH:19][C:20](=[O:23])[O:21][CH3:22])[C:15]([CH3:18])([CH3:17])[CH3:16])[CH2:5][C:6]1[CH:11]=[CH:10][CH:9]=[CH:8][CH:7]=1.O1CCCC1.[OH-].[K+].P([O-])(O)(O)=O.[Na+], predict the reaction product. The product is: [CH3:16][C:15]([CH3:18])([CH3:17])[C@H:14]([NH:19][C:20](=[O:23])[O:21][CH3:22])[C:13]([NH:12][C@H:4]([C@@H:3]1[CH2:2][O:25]1)[CH2:5][C:6]1[CH:11]=[CH:10][CH:9]=[CH:8][CH:7]=1)=[O:24]. (2) The product is: [CH2:13]([O:1][C:2]1[CH:7]=[C:6]([O:8][CH3:9])[CH:5]=[CH:4][C:3]=1[N+:10]([O-:12])=[O:11])[C:14]1[CH:19]=[CH:18][CH:17]=[CH:16][CH:15]=1. Given the reactants [OH:1][C:2]1[CH:7]=[C:6]([O:8][CH3:9])[CH:5]=[CH:4][C:3]=1[N+:10]([O-:12])=[O:11].[CH2:13](Br)[C:14]1[CH:19]=[CH:18][CH:17]=[CH:16][CH:15]=1.C(=O)([O-])[O-].[K+].[K+].O, predict the reaction product. (3) Given the reactants Br[C:2]1[CH:7]=[C:6]([C:8]2[C:9]([C:14]3[CH:19]=[CH:18][CH:17]=[CH:16][CH:15]=3)=[N:10][O:11][C:12]=2[CH3:13])[CH:5]=[CH:4][N:3]=1.[NH2:20][C:21]1[CH:26]=[CH:25][CH:24]=[CH:23][CH:22]=1.C1C=CC(P(C2C(C3C(P(C4C=CC=CC=4)C4C=CC=CC=4)=CC=C4C=3C=CC=C4)=C3C(C=CC=C3)=CC=2)C2C=CC=CC=2)=CC=1.CC([O-])(C)C.[Na+], predict the reaction product. The product is: [CH3:13][C:12]1[O:11][N:10]=[C:9]([C:14]2[CH:19]=[CH:18][CH:17]=[CH:16][CH:15]=2)[C:8]=1[C:6]1[CH:5]=[CH:4][N:3]=[C:2]([NH:20][C:21]2[CH:26]=[CH:25][CH:24]=[CH:23][CH:22]=2)[CH:7]=1. (4) Given the reactants [CH2:1]([C:8]1([N:15]([CH3:17])[CH3:16])[CH2:13][CH2:12][C:11](=O)[CH2:10][CH2:9]1)[C:2]1[CH:7]=[CH:6][CH:5]=[CH:4][CH:3]=1.[CH2:18]([NH2:21])[CH2:19][CH3:20].C(O)(=O)C.[OH-].[Na+], predict the reaction product. The product is: [CH2:1]([C:8]1([N:15]([CH3:17])[CH3:16])[CH2:13][CH2:12][CH:11]([NH:21][CH2:18][CH2:19][CH3:20])[CH2:10][CH2:9]1)[C:2]1[CH:7]=[CH:6][CH:5]=[CH:4][CH:3]=1. (5) Given the reactants [C:1]([O:5][C@@H:6]([C:12]1[C:13]([CH3:72])=[N:14][C:15]2[N:16]([N:50]=[C:51]([CH:53]=[CH:54][CH2:55][C:56]3[CH:61]=[CH:60][C:59]([F:62])=[CH:58][C:57]=3B3OC(C)(C)C(C)(C)O3)[CH:52]=2)[C:17]=1[N:18]1[CH2:23][CH2:22][C:21]([O:25][CH2:26][CH2:27][CH2:28][CH2:29][C@H:30]([O:32][Si:33]([C:46]([CH3:49])([CH3:48])[CH3:47])([C:40]2[CH:45]=[CH:44][CH:43]=[CH:42][CH:41]=2)[C:34]2[CH:39]=[CH:38][CH:37]=[CH:36][CH:35]=2)[CH3:31])([CH3:24])[CH2:20][CH2:19]1)[C:7]([O:9][CH2:10][CH3:11])=[O:8])([CH3:4])([CH3:3])[CH3:2].[OH:73]OS([O-])=O.[K+].S([O-])([O-])(=O)=S.[Na+].[Na+], predict the reaction product. The product is: [C:1]([O:5][C@@H:6]([C:12]1[C:13]([CH3:72])=[N:14][C:15]2[N:16]([N:50]=[C:51]([CH:53]=[CH:54][CH2:55][C:56]3[CH:61]=[CH:60][C:59]([F:62])=[CH:58][C:57]=3[OH:73])[CH:52]=2)[C:17]=1[N:18]1[CH2:23][CH2:22][C:21]([O:25][CH2:26][CH2:27][CH2:28][CH2:29][C@H:30]([O:32][Si:33]([C:46]([CH3:48])([CH3:49])[CH3:47])([C:34]2[CH:39]=[CH:38][CH:37]=[CH:36][CH:35]=2)[C:40]2[CH:45]=[CH:44][CH:43]=[CH:42][CH:41]=2)[CH3:31])([CH3:24])[CH2:20][CH2:19]1)[C:7]([O:9][CH2:10][CH3:11])=[O:8])([CH3:3])([CH3:2])[CH3:4]. (6) Given the reactants [CH3:1][C:2]([Si:5]([O:8][CH2:9][CH2:10][O:11][C:12]1[CH:17]=[CH:16][C:15]([N+:18]([O-])=O)=[CH:14][C:13]=1[F:21])([CH3:7])[CH3:6])([CH3:4])[CH3:3], predict the reaction product. The product is: [CH3:4][C:2]([Si:5]([CH3:7])([CH3:6])[O:8][CH2:9][CH2:10][O:11][C:12]1[CH:17]=[CH:16][C:15]([NH2:18])=[CH:14][C:13]=1[F:21])([CH3:1])[CH3:3]. (7) Given the reactants [CH3:1][C:2]1[NH:3][CH:4]=[C:5]([C:7]#[C:8][C:9]2[CH:14]=[CH:13][CH:12]=[C:11]([C:15]([F:18])([F:17])[F:16])[CH:10]=2)[N:6]=1.F[C:20]1[CH:25]=[CH:24][C:23]([CH3:26])=[CH:22][N:21]=1, predict the reaction product. The product is: [CH3:26][C:23]1[CH:24]=[CH:25][C:20]([N:3]2[CH:4]=[C:5]([C:7]#[C:8][C:9]3[CH:14]=[CH:13][CH:12]=[C:11]([C:15]([F:18])([F:16])[F:17])[CH:10]=3)[N:6]=[C:2]2[CH3:1])=[N:21][CH:22]=1.